This data is from Forward reaction prediction with 1.9M reactions from USPTO patents (1976-2016). The task is: Predict the product of the given reaction. (1) Given the reactants [CH3:1][NH:2][CH2:3][C@@H:4]([C@H:6]([C@@H:8]([C@@H:10]([CH2:12][OH:13])[OH:11])[OH:9])[OH:7])[OH:5].[CH3:14][Si:15]([CH3:30])([CH2:24][CH2:25][Si:26]([CH3:29])([CH3:28])[CH3:27])[CH2:16][CH2:17][CH2:18][O:19][CH2:20][CH:21]1[CH2:23][O:22]1, predict the reaction product. The product is: [CH3:14][Si:15]([CH3:30])([CH2:24][CH2:25][Si:26]([CH3:29])([CH3:28])[CH3:27])[CH2:16][CH2:17][CH2:18][O:19][CH2:20][CH:21]([OH:22])[CH2:23][N:2]([CH3:1])[CH2:3][CH:4]([OH:5])[CH:6]([OH:7])[CH:8]([OH:9])[CH:10]([OH:11])[CH2:12][OH:13]. (2) Given the reactants [Br:1][C:2]1[N:3]=[C:4]([C:7]([NH:9][NH2:10])=O)[S:5][CH:6]=1.[CH3:11][C:12]([N:14]([CH3:16])C)=O.[CH:17]1(N)CC1.CC(O)=O, predict the reaction product. The product is: [Br:1][C:2]1[N:3]=[C:4]([C:7]2[N:14]([CH:12]3[CH2:11][CH2:17]3)[CH:16]=[N:10][N:9]=2)[S:5][CH:6]=1. (3) Given the reactants [CH3:1][C:2]1[C:3]([O:5][C:6](=O)[CH:7]=1)=[O:4].[C:9]([CH:19]=P(C1C=CC=CC=1)(C1C=CC=CC=1)C1C=CC=CC=1)(=[O:18])[CH:10]=[CH:11][C:12]1[CH:17]=[CH:16][CH:15]=[CH:14][CH:13]=1, predict the reaction product. The product is: [C:9](/[CH:19]=[C:6]1\[CH:7]=[C:2]([CH3:1])[C:3]([O:5]\1)=[O:4])(=[O:18])[CH:10]=[CH:11][C:12]1[CH:17]=[CH:16][CH:15]=[CH:14][CH:13]=1. (4) Given the reactants [F:1][C:2]([F:32])([F:31])[C:3]1[CH:4]=[C:5]([NH:9][C:10]([C:12]2[CH:13]=[C:14]3[C:19](=[CH:20][CH:21]=2)[C:18]([NH:22][CH2:23][C:24]2[CH:29]=[CH:28][CH:27]=[CH:26][CH:25]=2)=[N:17][N:16]=[C:15]3I)=[O:11])[CH:6]=[CH:7][CH:8]=1, predict the reaction product. The product is: [F:32][C:2]([F:1])([F:31])[C:3]1[CH:4]=[C:5]([NH:9][C:10]([C:12]2[CH:13]=[C:14]3[C:19](=[CH:20][CH:21]=2)[C:18]([NH:22][CH2:23][C:24]2[CH:25]=[CH:26][CH:27]=[CH:28][CH:29]=2)=[N:17][N:16]=[CH:15]3)=[O:11])[CH:6]=[CH:7][CH:8]=1. (5) Given the reactants [CH3:1][O:2][C:3]([C:5]1[CH:6]=[C:7]([Cl:14])[CH:8]=[C:9]2[C:13]=1[NH:12][N:11]=[CH:10]2)=[O:4].I[CH2:16][CH2:17][CH3:18], predict the reaction product. The product is: [CH3:1][O:2][C:3]([C:5]1[CH:6]=[C:7]([Cl:14])[CH:8]=[C:9]2[C:13]=1[N:12]([CH2:16][CH2:17][CH3:18])[N:11]=[CH:10]2)=[O:4]. (6) Given the reactants Cl.[CH3:2][C:3]1[CH:4]=[C:5]([CH:9]=[CH:10][N:11]=1)[C:6]([OH:8])=O.CN(C(ON1N=NC2C=CC=NC1=2)=[N+](C)C)C.F[P-](F)(F)(F)(F)F.[CH3:36][O:37][C:38]1[C:43]2[N:44]=[C:45]([NH2:47])[S:46][C:42]=2[C:41]([N:48]([CH2:50][CH2:51][O:52][CH3:53])[CH3:49])=[CH:40][CH:39]=1, predict the reaction product. The product is: [CH3:36][O:37][C:38]1[C:43]2[N:44]=[C:45]([NH:47][C:6](=[O:8])[C:5]3[CH:9]=[CH:10][N:11]=[C:3]([CH3:2])[CH:4]=3)[S:46][C:42]=2[C:41]([N:48]([CH2:50][CH2:51][O:52][CH3:53])[CH3:49])=[CH:40][CH:39]=1. (7) Given the reactants B(OC)([C@H]1[C@H](C)[C@@H]2C(C)(C)[C@@H](C2)C1)[C@H:2]1[C@H:7](C)[C@@H]2C(C)(C)[C@@H](C2)[CH2:3]1.C([Mg]Br)C=C.[CH3:29][C:30](=[CH:32][CH2:33][CH2:34][C@@H:35]([CH2:37][CH:38]=[O:39])[CH3:36])[CH3:31], predict the reaction product. The product is: [CH3:36][CH:35]([CH2:34][CH2:33][CH:32]=[C:30]([CH3:31])[CH3:29])[CH2:37][CH:38]([OH:39])[CH2:7][CH:2]=[CH2:3]. (8) Given the reactants [NH:1]1[CH2:5][CH2:4][CH2:3][C:2]1=[O:6].[C:7]1([C@@H:13]([NH:16][C:17]([C:19]2[C:28]3[C:23](=[CH:24][CH:25]=[CH:26][CH:27]=3)[C:22](=[O:29])[N:21]([C:30]3[CH:35]=[CH:34][CH:33]=[CH:32][CH:31]=3)[C:20]=2[CH2:36]Br)=[O:18])[CH2:14][CH3:15])[CH:12]=[CH:11][CH:10]=[CH:9][CH:8]=1.C(O)(=O)C, predict the reaction product. The product is: [C:7]1([C@@H:13]([NH:16][C:17]([C:19]2[C:28]3[C:23](=[CH:24][CH:25]=[CH:26][CH:27]=3)[C:22](=[O:29])[N:21]([C:30]3[CH:35]=[CH:34][CH:33]=[CH:32][CH:31]=3)[C:20]=2[CH2:36][N:1]2[CH2:5][CH2:4][CH2:3][C:2]2=[O:6])=[O:18])[CH2:14][CH3:15])[CH:12]=[CH:11][CH:10]=[CH:9][CH:8]=1. (9) Given the reactants [Br:1][C:2]1[CH:11]=[C:10]2[C:5]([C:6]([C:16]#[C:17][Si](C)(C)C)=[C:7]([NH:12]C(=O)C)[N:8]=[CH:9]2)=[CH:4][CH:3]=1.CCCC[N+](CCCC)(CCCC)CCCC.[F-], predict the reaction product. The product is: [Br:1][C:2]1[CH:3]=[CH:4][C:5]2[C:6]3[CH:16]=[CH:17][NH:12][C:7]=3[N:8]=[CH:9][C:10]=2[CH:11]=1. (10) Given the reactants [CH3:1][C:2]([CH3:49])([CH3:48])[C@H:3]([NH:43][C:44](=[O:47])[O:45][CH3:46])[C:4](=[O:42])[N:5]1[CH2:9][CH2:8][CH2:7][C@H:6]1[C:10](=[O:41])[NH:11][C:12]1[CH:17]=[CH:16][C:15]([CH2:18][N:19]([C:35]2[CH:40]=[CH:39][CH:38]=[CH:37][CH:36]=2)[CH2:20][C:21]2[CH:26]=[CH:25][C:24]([NH:27][C:28]([C@@H:30]3[CH2:34][CH2:33][CH2:32][NH:31]3)=[O:29])=[CH:23][CH:22]=2)=[CH:14][CH:13]=1.[CH2:50]([N:52]([CH2:63][CH3:64])[C@H:53]([C:57]1[CH:62]=[CH:61][CH:60]=[CH:59][CH:58]=1)[C:54](O)=[O:55])[CH3:51].CN(C(ON1N=NC2C=CC=NC1=2)=[N+](C)C)C.F[P-](F)(F)(F)(F)F.CCN(C(C)C)C(C)C, predict the reaction product. The product is: [CH2:63]([N:52]([CH2:50][CH3:51])[C@H:53]([C:57]1[CH:62]=[CH:61][CH:60]=[CH:59][CH:58]=1)[C:54]([N:31]1[CH2:32][CH2:33][CH2:34][C@H:30]1[C:28]([NH:27][C:24]1[CH:25]=[CH:26][C:21]([CH2:20][N:19]([CH2:18][C:15]2[CH:14]=[CH:13][C:12]([NH:11][C:10]([C@@H:6]3[CH2:7][CH2:8][CH2:9][N:5]3[C:4](=[O:42])[C@@H:3]([NH:43][C:44](=[O:47])[O:45][CH3:46])[C:2]([CH3:49])([CH3:48])[CH3:1])=[O:41])=[CH:17][CH:16]=2)[C:35]2[CH:36]=[CH:37][CH:38]=[CH:39][CH:40]=2)=[CH:22][CH:23]=1)=[O:29])=[O:55])[CH3:64].